Dataset: Experimentally validated miRNA-target interactions with 360,000+ pairs, plus equal number of negative samples. Task: Binary Classification. Given a miRNA mature sequence and a target amino acid sequence, predict their likelihood of interaction. (1) The miRNA is mmu-miR-652-3p with sequence AAUGGCGCCACUAGGGUUGUG. The protein sequence of the target gene is MASDTPESLMALCTDFCLRNLDGTLGYLLDKETLRLHPDIFLPSEICDQLVNEYVELVSAACTFEPHETFFSLFSDPRSTRLTRIHLREDLVQDQDLEAIRKQDLVELYLTNCEKLSAKSLQTLRSFRHSLVSLSLSGCANIFYEEDNPGGCEDECLVNPTCQVLVKDFTFEGFSRLRFLNLGRMIDGIPVESLLRPLNSLAALDLSGIQTSDATFLTQWKDSLMSLVLYNMDLSDDHIRVIVQLHKLRSKILTCGPHLISSHLDISRDRLSSYYKFKLTRKVLSLLVQKLGNLMSLDIS.... Result: 0 (no interaction). (2) The miRNA is mmu-miR-101a-3p with sequence UACAGUACUGUGAUAACUGAA. The protein sequence of the target gene is MVMFKKIKSFEVVFNDPEKVYGSGEKVAGRVIVEVCEVTRVKAVRILACGVAKVLWMQGSQQCKQTLDYLRYEDTLLLEEQPTAGENEMVIMRPGNKYEYKFGFELPQGPLGTSFKGKYGCVDYWVKAFLDRPSQPTQEAKKNFEVMDLVDVNTPDLMAPVSAKKEKKVSCMFIPDGRVSVSARIDRKGFCEGDDISIHADFENTCSRIVVPKAAIVARHTYLANGQTKVFTQKLSSVRGNHIISGTCASWRGKSLRVQKIRPSILGCNILKVEYSLLIYVSVPGSKKVILDLPLVIGSR.... Result: 0 (no interaction). (3) The miRNA is hsa-miR-4638-5p with sequence ACUCGGCUGCGGUGGACAAGU. The protein sequence of the target gene is MLLLRCQLKQAPPQKVSFRFCVVMGKQQSKLKHSTYKYGRPDEIIEERIQTKAFQEYSPAHMDTVSVVAALNSDLCVSGGKDKTVVAYNWKTGNVVKRFKGHEHEITKVACIPKSSQFFSASRDRMVMMWDLHGSSQPRQQLCGHAMVVTGLAVSPDSSQLCTGSRDNTLLLWDVVTGQSVERASVSRNVVTHLCWVPREPYILQTSEDKTLRLWDSRGLQVAHMFPAKQHIQTYCEVSVDGHKCISCSNGFGGEGCEATLWDLRQTRNRICEYKGHFQTVASCVFLPRALALMPLIATS.... Result: 1 (interaction). (4) The miRNA is hsa-miR-4766-5p with sequence UCUGAAAGAGCAGUUGGUGUU. The protein sequence of the target gene is MPLTPEPPSGRVEGPPAWEAAPWPSLPCGPCIPIMLVLATLAALFILTTAVLAERLFRRALRPDPSHRAPTLVWRPGGELWIEPMGTARERSEDWYGSAVPLLTDRAPEPPTQVGTLEARATAPPAPSAPNSAPSNLGPQTVLEVPARSTFWGPQPWEGRPPATGLVSWAEPEQRPEASVQFGSPQARRQRPGSPDPEWGLQPRVTLEQISAFWKREGRTSVGF. Result: 0 (no interaction). (5) The miRNA is hsa-miR-7852-3p with sequence UAUGUAGUAGUCAAAGGCAUUU. The protein sequence of the target gene is MLRKGCCVELLLLLVAAELPLGGGCPRDCVCYPAPMTVSCQAHNFAAIPEGIPVDSERVFLQNNRIGLLQPGHFSPAMVTLWIYSNNITYIHPSTFEGFVHLEELDLGDNRQLRTLAPETFQGLVKLHALYLYKCGLSALPAGVFGGLHSLQYLYLQDNHIEYLQDDIFVDLVNLSHLFLHGNKLWSLGPGTFRGLVNLDRLLLHENQLQWVHHKAFHDLRRLTTLFLFNNSLSELQGECLAPLGALEFLRLNGNPWDCGCRARSLWEWLQRFRGSSSAVPCVSPGLRHGQDLKLLRAED.... Result: 1 (interaction). (6) The miRNA is hsa-miR-8078 with sequence GGUCUAGGCCCGGUGAGAGACUC. The protein sequence of the target gene is MGEQPIFSTRAHVFQIDPNTKKNWVPTSKHAVTVSYFYDSTRNVYRIISLDGSKAIINSTITPNMTFTKTSQKFGQWADSRANTVYGLGFSSEHHLSKFAEKFQEFKEAARLAKEKSQEKMELTSTPSQESAGGDLQSPLTPESINGTDDERTPDVTQNSEPRAEPTQNALPFPHSAGDRTQALSHASSAISKHWEAELATLKGNNAKLTAALLESTANVKQWKQQLAAYQEEAERLHKRVTELECVSSQANAVHSHKTELNQTVQELEETLKVKEEEIERLKQEIDNARELQEQRDSLT.... Result: 0 (no interaction).